Dataset: Forward reaction prediction with 1.9M reactions from USPTO patents (1976-2016). Task: Predict the product of the given reaction. (1) Given the reactants [F-:1].[K+].[N+]([C:6]1[CH:25]=[C:24]([N+:26]([O-:28])=[O:27])[CH:23]=[CH:22][C:7]=1[C:8]([NH:10][CH2:11][C:12]([O:14][CH2:15][C:16]1[CH:21]=[CH:20][CH:19]=[CH:18][CH:17]=1)=[O:13])=[O:9])([O-])=O.C1OCCOCCOCCOCCOCCOC1, predict the reaction product. The product is: [F:1][C:6]1[CH:25]=[C:24]([N+:26]([O-:28])=[O:27])[CH:23]=[CH:22][C:7]=1[C:8]([NH:10][CH2:11][C:12]([O:14][CH2:15][C:16]1[CH:21]=[CH:20][CH:19]=[CH:18][CH:17]=1)=[O:13])=[O:9]. (2) Given the reactants [F:1][CH:2]([F:23])[C:3]1[N:8]2[N:9]=[CH:10][C:11]([C:12]([OH:14])=O)=[C:7]2[N:6]=[C:5]([C:15]2[CH:20]=[CH:19][C:18]([Cl:21])=[C:17]([CH3:22])[CH:16]=2)[CH:4]=1.[CH3:24][S:25]([C:28]1[CH:29]=[C:30]([NH2:34])[CH:31]=[CH:32][CH:33]=1)(=[O:27])=[O:26].Cl, predict the reaction product. The product is: [CH3:24][S:25]([C:28]1[CH:29]=[C:30]([NH:34][C:12]([C:11]2[CH:10]=[N:9][N:8]3[C:3]([CH:2]([F:1])[F:23])=[CH:4][C:5]([C:15]4[CH:20]=[CH:19][C:18]([Cl:21])=[C:17]([CH3:22])[CH:16]=4)=[N:6][C:7]=23)=[O:14])[CH:31]=[CH:32][CH:33]=1)(=[O:26])=[O:27].